Dataset: Forward reaction prediction with 1.9M reactions from USPTO patents (1976-2016). Task: Predict the product of the given reaction. (1) Given the reactants [CH:1]([C:4]1[CH:5]=[C:6]([CH:19]=[CH:20][C:21]=1[O:22][Si:23]([CH:30]([CH3:32])[CH3:31])([CH:27]([CH3:29])[CH3:28])[CH:24]([CH3:26])[CH3:25])[CH2:7][N:8]1[C:16]2[C:11](=[C:12]([NH2:18])[CH:13]=[CH:14][C:15]=2[CH3:17])[CH:10]=[CH:9]1)([CH3:3])[CH3:2].[NH:33]1[C:37]([CH2:38][C:39](O)=[O:40])=[N:36][N:35]=[N:34]1.C(N=C=NCCCN(C)C)C, predict the reaction product. The product is: [CH:1]([C:4]1[CH:5]=[C:6]([CH:19]=[CH:20][C:21]=1[O:22][Si:23]([CH:30]([CH3:32])[CH3:31])([CH:27]([CH3:29])[CH3:28])[CH:24]([CH3:26])[CH3:25])[CH2:7][N:8]1[C:16]2[C:11](=[C:12]([NH:18][C:39](=[O:40])[CH2:38][C:37]3[NH:36][N:35]=[N:34][N:33]=3)[CH:13]=[CH:14][C:15]=2[CH3:17])[CH:10]=[CH:9]1)([CH3:3])[CH3:2]. (2) Given the reactants [CH3:1][S:2]([C:5]1[CH:10]=[CH:9][C:8]([C:11]2[C:12]3[N:13]([N:17]=[C:18]([NH2:20])[N:19]=3)[CH:14]=[CH:15][CH:16]=2)=[CH:7][CH:6]=1)(=[O:4])=[O:3].Br[C:22]1[CH:23]=[C:24]([CH:32]=[CH:33][CH:34]=1)[CH2:25][N:26]1[CH2:31][CH2:30][O:29][CH2:28][CH2:27]1.C1(P(C2CCCCC2)C2C=CC=CC=2C2C=CC=CC=2P(C2CCCCC2)C2CCCCC2)CCCCC1, predict the reaction product. The product is: [CH3:1][S:2]([C:5]1[CH:10]=[CH:9][C:8]([C:11]2[C:12]3[N:13]([N:17]=[C:18]([NH:20][C:33]4[CH:34]=[CH:22][CH:23]=[C:24]([CH2:25][N:26]5[CH2:31][CH2:30][O:29][CH2:28][CH2:27]5)[CH:32]=4)[N:19]=3)[CH:14]=[CH:15][CH:16]=2)=[CH:7][CH:6]=1)(=[O:3])=[O:4]. (3) Given the reactants [C:1]([O:5][C@@H:6]([C:11]1[C:26]([CH3:27])=[CH:25][C:14]2[N:15]=[C:16]([C:18]3[CH:23]=[CH:22][N:21]=[C:20](Cl)[N:19]=3)[S:17][C:13]=2[C:12]=1[C:28]1[CH:33]=[CH:32][C:31]([Cl:34])=[CH:30][CH:29]=1)[C:7]([O:9][CH3:10])=[O:8])([CH3:4])([CH3:3])[CH3:2].[CH3:35][N:36]([CH3:42])[C@H:37]1[CH2:41][CH2:40][NH:39][CH2:38]1, predict the reaction product. The product is: [C:1]([O:5][C@@H:6]([C:11]1[C:26]([CH3:27])=[CH:25][C:14]2[N:15]=[C:16]([C:18]3[CH:23]=[CH:22][N:21]=[C:20]([N:39]4[CH2:40][CH2:41][C@H:37]([N:36]([CH3:42])[CH3:35])[CH2:38]4)[N:19]=3)[S:17][C:13]=2[C:12]=1[C:28]1[CH:29]=[CH:30][C:31]([Cl:34])=[CH:32][CH:33]=1)[C:7]([O:9][CH3:10])=[O:8])([CH3:3])([CH3:4])[CH3:2]. (4) Given the reactants [CH3:1][O:2][C:3]1[CH:8]=[CH:7][C:6]([CH2:9][CH2:10][CH2:11][C:12]([OH:14])=O)=[CH:5][CH:4]=1.C[N:16]1CCOCC1.C(OC(Cl)=O)C(C)C.N.CO, predict the reaction product. The product is: [CH3:1][O:2][C:3]1[CH:8]=[CH:7][C:6]([CH2:9][CH2:10][CH2:11][C:12]([NH2:16])=[O:14])=[CH:5][CH:4]=1. (5) Given the reactants ClC(Cl)(Cl)C(Cl)=O.[Cl:8][C:9]1([Cl:14])[CH2:12][C:11](=[O:13])[CH2:10]1.ClC1[CH:21]=[CH:20][CH:19]=[C:18]([C:22]([O:24]O)=O)C=1.C(=O)([O-])O.[Na+].ClC(Cl)=C=O.[N+](=C)=[N-], predict the reaction product. The product is: [C:22]1(=[O:24])[CH2:18][CH2:19][CH2:20][CH2:21]1.[Cl:8][C:9]1([Cl:14])[CH2:12][C:11](=[O:13])[CH2:10]1. (6) Given the reactants [Cl:1][C:2]1[N:7]=[C:6]2[C:8]([C:11]([NH:13][C@H:14]3[CH2:19][CH2:18][CH2:17][CH2:16][C@@H:15]3[OH:20])=[O:12])=[CH:9][NH:10][C:5]2=[CH:4][CH:3]=1.Br[CH2:22][C:23]1[CH:28]=[CH:27][C:26]([F:29])=[CH:25][CH:24]=1.C(=O)([O-])[O-].[Cs+].[Cs+], predict the reaction product. The product is: [Cl:1][C:2]1[N:7]=[C:6]2[C:8]([C:11]([NH:13][C@H:14]3[CH2:19][CH2:18][CH2:17][CH2:16][C@@H:15]3[OH:20])=[O:12])=[CH:9][N:10]([CH2:22][C:23]3[CH:28]=[CH:27][C:26]([F:29])=[CH:25][CH:24]=3)[C:5]2=[CH:4][CH:3]=1. (7) Given the reactants Cl[C:2]1[N:7]=[C:6]([NH:8][C:9]2[CH:13]=[C:12]([CH2:14][CH2:15][C:16]3[CH:21]=[CH:20][CH:19]=[C:18]([O:22][CH2:23][CH:24]4[CH2:26][CH2:25]4)[CH:17]=3)[NH:11][N:10]=2)[CH:5]=[CH:4][N:3]=1.Cl.[NH2:28][CH2:29][C:30]1[O:34][N:33]=[C:32]([C:35]([NH2:37])=[O:36])[CH:31]=1.C(N(C(C)C)C(C)C)C, predict the reaction product. The product is: [CH:24]1([CH2:23][O:22][C:18]2[CH:17]=[C:16]([CH2:15][CH2:14][C:12]3[NH:11][N:10]=[C:9]([NH:8][C:6]4[CH:5]=[CH:4][N:3]=[C:2]([NH:28][CH2:29][C:30]5[O:34][N:33]=[C:32]([C:35]([NH2:37])=[O:36])[CH:31]=5)[N:7]=4)[CH:13]=3)[CH:21]=[CH:20][CH:19]=2)[CH2:26][CH2:25]1. (8) Given the reactants [NH2:1][C:2]1[C:7]([C:8]#[N:9])=[C:6]([N:10]2[CH2:15][CH2:14][CH:13]([C:16]3[N:17]([CH2:29][CH2:30][NH:31][CH2:32][CH:33]4[CH2:35][CH2:34]4)[CH:18]=[C:19]([C:21]4[CH:26]=[CH:25][C:24]([F:27])=[C:23]([CH3:28])[CH:22]=4)[N:20]=3)[CH2:12][CH2:11]2)[N:5]=[CH:4][N:3]=1.[CH:36]1(N)CCCC1, predict the reaction product. The product is: [NH2:1][C:2]1[C:7]([C:8]#[N:9])=[C:6]([N:10]2[CH2:11][CH2:12][CH:13]([C:16]3[N:17]([CH2:29][CH2:30][NH:31][CH:32]4[CH2:33][CH2:35][CH2:34][CH2:36]4)[CH:18]=[C:19]([C:21]4[CH:26]=[CH:25][C:24]([F:27])=[C:23]([CH3:28])[CH:22]=4)[N:20]=3)[CH2:14][CH2:15]2)[N:5]=[CH:4][N:3]=1.